Task: Predict the product of the given reaction.. Dataset: Forward reaction prediction with 1.9M reactions from USPTO patents (1976-2016) Given the reactants [F:1][C:2]1[CH:32]=[CH:31][C:5]([C:6]([NH:8][C:9]2[C:17]3[C:12](=[CH:13][C:14]([CH:18]4[O:23][CH2:22][CH2:21][N:20](C(OC(C)(C)C)=O)[CH2:19]4)=[CH:15][CH:16]=3)[NH:11][N:10]=2)=[O:7])=[CH:4][CH:3]=1.[ClH:33].CCOCC, predict the reaction product. The product is: [ClH:33].[F:1][C:2]1[CH:32]=[CH:31][C:5]([C:6]([NH:8][C:9]2[C:17]3[C:12](=[CH:13][C:14]([CH:18]4[O:23][CH2:22][CH2:21][NH:20][CH2:19]4)=[CH:15][CH:16]=3)[NH:11][N:10]=2)=[O:7])=[CH:4][CH:3]=1.